This data is from Forward reaction prediction with 1.9M reactions from USPTO patents (1976-2016). The task is: Predict the product of the given reaction. (1) Given the reactants [Cl:1][C:2]1[CH:7]=[C:6](F)[C:5]([CH3:9])=[CH:4][C:3]=1[N+:10]([O-:12])=[O:11].[CH3:13][O:14]CCOC, predict the reaction product. The product is: [Cl:1][C:2]1[CH:7]=[C:6]([O:14][CH3:13])[C:5]([CH3:9])=[CH:4][C:3]=1[N+:10]([O-:12])=[O:11]. (2) The product is: [C:3]([O:7][C:8](=[O:31])[N:9]([CH2:22][CH2:23][CH2:24][C:25]1[CH:30]=[CH:29][CH:28]=[CH:27][CH:26]=1)[CH:10]1[CH2:11][CH2:12][NH:13][CH2:14][CH2:15]1)([CH3:6])([CH3:4])[CH3:5]. Given the reactants CO.[C:3]([O:7][C:8](=[O:31])[N:9]([CH2:22][CH2:23][CH2:24][C:25]1[CH:30]=[CH:29][CH:28]=[CH:27][CH:26]=1)[CH:10]1[CH2:15][CH2:14][N:13](C(=O)C(F)(F)F)[CH2:12][CH2:11]1)([CH3:6])([CH3:5])[CH3:4].C(=O)([O-])[O-].[K+].[K+], predict the reaction product.